From a dataset of Full USPTO retrosynthesis dataset with 1.9M reactions from patents (1976-2016). Predict the reactants needed to synthesize the given product. (1) The reactants are: [CH3:1][O:2]N=C1C(COS(C)(=O)=O)(CO)CN(CC2C=CC=CC=2)C1.[CH2:24]([N:31]1[CH2:35][CH:34]([C:36]([O:38][CH2:39][CH3:40])=[O:37])[C:33](=[O:41])[CH2:32]1)[C:25]1[CH:30]=[CH:29][CH:28]=[CH:27][CH:26]=1.[OH-].[Na+].C=O. Given the product [CH2:24]([N:31]1[CH2:35][C:34]([CH2:1][OH:2])([C:36]([O:38][CH2:39][CH3:40])=[O:37])[C:33](=[O:41])[CH2:32]1)[C:25]1[CH:26]=[CH:27][CH:28]=[CH:29][CH:30]=1, predict the reactants needed to synthesize it. (2) Given the product [CH:37]([NH:38][C:3](=[O:24])[C:4]1[CH:9]=[CH:8][C:7]([O:10][CH2:11][C:12]2[C:13]([CH:18]3[CH2:19][CH2:20][CH2:21][CH2:22][CH2:23]3)=[N:14][O:15][C:16]=2[CH3:17])=[N:6][CH:5]=1)([CH3:42])[CH3:36], predict the reactants needed to synthesize it. The reactants are: CO[C:3](=[O:24])[C:4]1[CH:9]=[CH:8][C:7]([O:10][CH2:11][C:12]2[C:13]([CH:18]3[CH2:23][CH2:22][CH2:21][CH2:20][CH2:19]3)=[N:14][O:15][C:16]=2[CH3:17])=[N:6][CH:5]=1.COC(=O)C1C=CC(OC[C:36]2[C:37]([CH:42]3CCCC3)=[N:38]OC=2C)=NC=1. (3) Given the product [Cl:1][C:2]1[CH:9]=[CH:8][CH:7]=[CH:6][C:3]=1[CH:4]([N:18]1[CH2:19][CH2:20][C:21]2[S:13][CH:14]=[CH:15][C:16]=2[CH2:17]1)[C:10]#[N:11], predict the reactants needed to synthesize it. The reactants are: [Cl:1][C:2]1[CH:9]=[CH:8][CH:7]=[CH:6][C:3]=1[CH:4]=O.[C-:10]#[N:11].[Na+].[S:13]1[C:21]2[CH2:20][CH2:19][NH:18][CH2:17][C:16]=2[CH:15]=[CH:14]1.Cl.[NH4+].[OH-]. (4) Given the product [N:1]1([C:2]2[CH:7]=[CH:6][C:5]([N:8]3[CH:17]=[CH:16][C:15]4[C:10](=[CH:11][CH:12]=[CH:13][CH:14]=4)[C:9]3=[O:18])=[CH:4][CH:3]=2)[CH2:25][CH2:24][NH:23][CH2:22][CH2:21]1, predict the reactants needed to synthesize it. The reactants are: [NH2:1][C:2]1[CH:7]=[CH:6][C:5]([N:8]2[CH:17]=[CH:16][C:15]3[C:10](=[CH:11][CH:12]=[CH:13][CH:14]=3)[C:9]2=[O:18])=[CH:4][CH:3]=1.Cl.Cl[CH2:21][CH2:22][NH:23][CH2:24][CH2:25]Cl.C(=O)([O-])[O-].[K+].[K+]. (5) Given the product [C:12]([O:11][C:9](=[O:10])[NH:23][CH2:22][C:21]1[CH:24]=[CH:25][CH:26]=[CH:27][C:20]=1[S:19][CH2:16][CH:17]=[CH2:18])([CH3:13])([CH3:14])[CH3:15], predict the reactants needed to synthesize it. The reactants are: [C:9](O[C:9]([O:11][C:12]([CH3:15])([CH3:14])[CH3:13])=[O:10])([O:11][C:12]([CH3:15])([CH3:14])[CH3:13])=[O:10].[CH2:16]([S:19][C:20]1[CH:27]=[CH:26][CH:25]=[CH:24][C:21]=1[CH2:22][NH2:23])[CH:17]=[CH2:18].C(O)(=O)CC(CC(O)=O)(C(O)=O)O. (6) The reactants are: [CH2:1]([O:8][CH2:9][C:10]([CH:13]1[N:22]2[CH:17]([CH2:18][C:19](=[O:28])[C:20]([C:23]([O:25][CH2:26][CH3:27])=[O:24])=[CH:21]2)[C:16]2[CH:29]=[C:30]([O:39][CH3:40])[C:31]([O:33][CH2:34][CH2:35][CH2:36][O:37][CH3:38])=[CH:32][C:15]=2[CH2:14]1)([CH3:12])[CH3:11])[C:2]1[CH:7]=[CH:6][CH:5]=[CH:4][CH:3]=1.C1(Cl)C(=O)C(Cl)=C(Cl)C(=O)C=1Cl. Given the product [CH2:1]([O:8][CH2:9][C:10]([CH:13]1[N:22]2[C:17](=[CH:18][C:19](=[O:28])[C:20]([C:23]([O:25][CH2:26][CH3:27])=[O:24])=[CH:21]2)[C:16]2[CH:29]=[C:30]([O:39][CH3:40])[C:31]([O:33][CH2:34][CH2:35][CH2:36][O:37][CH3:38])=[CH:32][C:15]=2[CH2:14]1)([CH3:11])[CH3:12])[C:2]1[CH:7]=[CH:6][CH:5]=[CH:4][CH:3]=1, predict the reactants needed to synthesize it. (7) Given the product [NH2:20][S:17]([C:11]1[C:10]([Cl:21])=[CH:9][C:8]([NH:7][CH2:6][C:3]2[O:4][CH:5]=[CH:1][CH:2]=2)=[C:13]([CH:12]=1)[C:14]([O:16][CH2:23][C:24]#[N:25])=[O:15])(=[O:19])=[O:18], predict the reactants needed to synthesize it. The reactants are: [CH:1]1[CH:2]=[C:3]([CH2:6][NH:7][C:8]2[C:13]([C:14]([OH:16])=[O:15])=[CH:12][C:11]([S:17]([NH2:20])(=[O:19])=[O:18])=[C:10]([Cl:21])[CH:9]=2)[O:4][CH:5]=1.Cl[CH2:23][C:24]#[N:25].C(N(CC)CC)C.